The task is: Predict the reactants needed to synthesize the given product.. This data is from Full USPTO retrosynthesis dataset with 1.9M reactions from patents (1976-2016). (1) The reactants are: [Cl:1][C:2]1[S:6][C:5]([C:7]2[O:11][N:10]=[CH:9][C:8]=2[CH2:12][CH2:13][C:14](OC)=[O:15])=[CH:4][CH:3]=1.[H-].C([Al+]CC(C)C)C(C)C.Cl. Given the product [Cl:1][C:2]1[S:6][C:5]([C:7]2[O:11][N:10]=[CH:9][C:8]=2[CH2:12][CH2:13][CH2:14][OH:15])=[CH:4][CH:3]=1, predict the reactants needed to synthesize it. (2) Given the product [N:7]1[C:8]([C:14]2[N:18]([CH:19]([CH3:20])[CH3:21])[N:17]=[C:16]([CH2:22][OH:23])[N:15]=2)=[CH:9][N:10]2[C:6]=1[C:5]1[CH:24]=[CH:25][CH:2]=[CH:3][C:4]=1[O:13][CH2:12][CH2:11]2, predict the reactants needed to synthesize it. The reactants are: Br[C:2]1[CH:25]=[CH:24][C:5]2[C:6]3[N:10]([CH2:11][CH2:12][O:13][C:4]=2[CH:3]=1)[CH:9]=[C:8]([C:14]1[N:18]([CH:19]([CH3:21])[CH3:20])[N:17]=[C:16]([CH2:22][OH:23])[N:15]=1)[N:7]=3. (3) Given the product [N:31]1([CH2:6][CH2:7][C:8]2[O:9][C:10]3[CH:16]=[CH:15][C:14]([C:17]4[CH:18]=[CH:19][C:20]([C:23]([N:25]5[CH2:30][CH2:29][O:28][CH2:27][CH2:26]5)=[O:24])=[CH:21][CH:22]=4)=[CH:13][C:11]=3[CH:12]=2)[CH2:32][CH:33]=[CH:34][CH2:35][CH2:36]1, predict the reactants needed to synthesize it. The reactants are: CS(O[CH2:6][CH2:7][C:8]1[O:9][C:10]2[CH:16]=[CH:15][C:14]([C:17]3[CH:22]=[CH:21][C:20]([C:23]([N:25]4[CH2:30][CH2:29][O:28][CH2:27][CH2:26]4)=[O:24])=[CH:19][CH:18]=3)=[CH:13][C:11]=2[CH:12]=1)(=O)=O.[NH:31]1[CH2:36][CH:35]=[CH:34][CH2:33][CH2:32]1. (4) Given the product [C:1]([O:5][C:6](=[O:9])[CH2:7]/[N:8]=[CH:15]/[CH2:14][C:13]([CH3:18])([CH3:17])[CH2:12][O:11][CH3:10])([CH3:4])([CH3:3])[CH3:2], predict the reactants needed to synthesize it. The reactants are: [C:1]([O:5][C:6](=[O:9])[CH2:7][NH2:8])([CH3:4])([CH3:3])[CH3:2].[CH3:10][O:11][CH2:12][C:13]([CH3:18])([CH3:17])[CH2:14][CH:15]=O. (5) Given the product [F:13][C:10]1[CH:11]=[CH:12][C:7]([C:4]#[N:2])=[C:8]([CH3:14])[CH:9]=1, predict the reactants needed to synthesize it. The reactants are: C[N:2]([CH:4]=O)C.Br[C:7]1[CH:12]=[CH:11][C:10]([F:13])=[CH:9][C:8]=1[CH3:14].[Cl-].[NH4+].N. (6) Given the product [CH:1]([O:4][C:5]1([C:8]2[CH:13]=[CH:12][C:11]([C:14]#[C:15][C:16]3[CH:17]=[CH:18][C:19]([C:20]([OH:22])=[O:21])=[CH:25][CH:26]=3)=[CH:10][C:9]=2[CH2:27][CH3:28])[CH2:6][CH2:7]1)([CH3:3])[CH3:2], predict the reactants needed to synthesize it. The reactants are: [CH:1]([O:4][C:5]1([C:8]2[CH:13]=[CH:12][C:11]([C:14]#[C:15][C:16]3[CH:26]=[CH:25][C:19]([C:20]([O:22]CC)=[O:21])=[CH:18][CH:17]=3)=[CH:10][C:9]=2[CH2:27][CH3:28])[CH2:7][CH2:6]1)([CH3:3])[CH3:2].[OH-].[Na+]. (7) Given the product [NH2:9][CH2:8][CH2:7][C@H:6]([C:10]1[CH:15]=[CH:14][CH:13]=[CH:12][CH:11]=1)[OH:5], predict the reactants needed to synthesize it. The reactants are: CSC.B.[OH:5][C@@H:6]([C:10]1[CH:15]=[CH:14][CH:13]=[CH:12][CH:11]=1)[CH2:7][C:8]#[N:9].CO.